Dataset: Catalyst prediction with 721,799 reactions and 888 catalyst types from USPTO. Task: Predict which catalyst facilitates the given reaction. (1) Reactant: [CH2:1]([O:5][C:6]1[C:30]([O:31][CH3:32])=[CH:29][CH:28]=[CH:27][C:7]=1[CH2:8][N:9]([CH3:26])[C:10](=[O:25])/[CH:11]=[CH:12]/[C:13]1[CH:24]=[N:23][C:16]2[NH:17][C:18](=[O:22])[CH2:19][NH:20][CH2:21][C:15]=2[CH:14]=1)[CH:2]([CH3:4])[CH3:3].[ClH:33]. Product: [ClH:33].[CH2:1]([O:5][C:6]1[C:30]([O:31][CH3:32])=[CH:29][CH:28]=[CH:27][C:7]=1[CH2:8][N:9]([CH3:26])[C:10](=[O:25])/[CH:11]=[CH:12]/[C:13]1[CH:24]=[N:23][C:16]2[NH:17][C:18](=[O:22])[CH2:19][NH:20][CH2:21][C:15]=2[CH:14]=1)[CH:2]([CH3:4])[CH3:3]. The catalyst class is: 343. (2) Reactant: [CH3:1][O:2][C:3](=[O:26])[CH2:4][C@H:5]1[C:9]2[CH:10]=[CH:11][C:12]([O:14][C@H:15]3[C:23]4[C:18](=[C:19]([OH:25])[CH:20]=[CH:21][C:22]=4[F:24])[CH2:17][CH2:16]3)=[CH:13][C:8]=2[O:7][CH2:6]1.F[C:28]1[CH:33]=[CH:32][CH:31]=[CH:30][N:29]=1.C([O-])([O-])=O.[Cs+].[Cs+].CN(C)C=O. Product: [CH3:1][O:2][C:3](=[O:26])[CH2:4][C@H:5]1[C:9]2[CH:10]=[CH:11][C:12]([O:14][C@H:15]3[C:23]4[C:18](=[C:19]([O:25][C:28]5[CH:33]=[CH:32][CH:31]=[CH:30][N:29]=5)[CH:20]=[CH:21][C:22]=4[F:24])[CH2:17][CH2:16]3)=[CH:13][C:8]=2[O:7][CH2:6]1. The catalyst class is: 60. (3) Reactant: [O:1]1[C:6]2[CH:7]=[CH:8][C:9]([CH2:11][N:12]([CH:20]3[CH2:25][CH2:24][N:23]([CH2:26][CH2:27][N:28]4[C:37]5[C:32](=[CH:33][CH:34]=[CH:35][CH:36]=5)[N:31]=[CH:30][C:29]4=[O:38])[CH2:22][CH2:21]3)C(=O)OC(C)(C)C)=[CH:10][C:5]=2[O:4][CH2:3][CH2:2]1.FC(F)(F)C(O)=O. Product: [O:1]1[C:6]2[CH:7]=[CH:8][C:9]([CH2:11][NH:12][CH:20]3[CH2:25][CH2:24][N:23]([CH2:26][CH2:27][N:28]4[C:37]5[C:32](=[CH:33][CH:34]=[CH:35][CH:36]=5)[N:31]=[CH:30][C:29]4=[O:38])[CH2:22][CH2:21]3)=[CH:10][C:5]=2[O:4][CH2:3][CH2:2]1. The catalyst class is: 4. (4) The catalyst class is: 101. Product: [CH3:21][C:22]1([CH3:37])[C:26]2=[N:27][CH:28]=[C:29]([N:31]3[CH2:36][CH2:35][O:34][CH2:33][CH2:32]3)[CH:30]=[C:25]2[N:24]([C:2]2[C:11]3[C:6](=[CH:7][C:8]([F:12])=[CH:9][CH:10]=3)[N:5]=[C:4]([C:13]3[CH:18]=[C:17]([CH3:19])[CH:16]=[CH:15][N:14]=3)[C:3]=2[CH3:20])[CH2:23]1. Reactant: Cl[C:2]1[C:11]2[C:6](=[CH:7][C:8]([F:12])=[CH:9][CH:10]=2)[N:5]=[C:4]([C:13]2[CH:18]=[C:17]([CH3:19])[CH:16]=[CH:15][N:14]=2)[C:3]=1[CH3:20].[CH3:21][C:22]1([CH3:37])[C:26]2=[N:27][CH:28]=[C:29]([N:31]3[CH2:36][CH2:35][O:34][CH2:33][CH2:32]3)[CH:30]=[C:25]2[NH:24][CH2:23]1.CC(C1C=C(C(C)C)C(C2C=CC=CC=2P(C2CCCCC2)C2CCCCC2)=C(C(C)C)C=1)C.CC(C)([O-])C.[Na+]. (5) Reactant: [N:1]1[C:10]2[NH:9][CH2:8][CH2:7][CH2:6][C:5]=2[CH:4]=[CH:3][C:2]=1[CH:11]=O.[C:13]([CH:18]=P(C1C=CC=CC=1)(C1C=CC=CC=1)C1C=CC=CC=1)([O:15][CH2:16][CH3:17])=[O:14]. Product: [CH2:16]([O:15][C:13](=[O:14])[CH:18]=[CH:11][C:2]1[CH:3]=[CH:4][C:5]2[CH2:6][CH2:7][CH2:8][NH:9][C:10]=2[N:1]=1)[CH3:17]. The catalyst class is: 11.